This data is from Catalyst prediction with 721,799 reactions and 888 catalyst types from USPTO. The task is: Predict which catalyst facilitates the given reaction. (1) Reactant: [CH3:1][C:2]1[NH:8][C:7]([NH2:9])=[N:6][C:4](=[O:5])[CH:3]=1.[C:10]([O:15][CH2:16][CH2:17][N:18]=[C:19]=[O:20])(=[O:14])[C:11]([CH3:13])=C.[CH2:21]([Sn](=O)CCCC)CCC. Product: [CH3:1][C:2]1[NH:8][C:7]([NH:9][C:19]([NH:18][CH2:17][CH2:16][O:15][C:10](=[O:14])[CH:11]=[CH:13][CH3:21])=[O:20])=[N:6][C:4](=[O:5])[CH:3]=1. The catalyst class is: 44. (2) Reactant: [CH2:1]([O:8][C@@H:9]1[C@@H:14]([O:15][CH2:16][C:17]2[CH:22]=[CH:21][CH:20]=[CH:19][CH:18]=2)[C@H:13]([O:23][CH2:24][C:25]2[CH:30]=[CH:29][CH:28]=[CH:27][CH:26]=2)[C@@H:12]([CH2:31][O:32][CH2:33][C:34]2[CH:39]=[CH:38][CH:37]=[CH:36][CH:35]=2)[O:11][C@H:10]1[N:40]1[C:48]2[C:43](=[C:44]([CH3:49])[CH:45]=[CH:46][CH:47]=2)[C:42]([CH2:50][C:51]2[CH:56]=[CH:55][C:54]([C:57]([O:59]C(C)(C)C)=[O:58])=[CH:53][CH:52]=2)=[CH:41]1)[C:2]1[CH:7]=[CH:6][CH:5]=[CH:4][CH:3]=1.FC(F)(F)C(O)=O. Product: [CH2:1]([O:8][C@@H:9]1[C@@H:14]([O:15][CH2:16][C:17]2[CH:22]=[CH:21][CH:20]=[CH:19][CH:18]=2)[C@H:13]([O:23][CH2:24][C:25]2[CH:30]=[CH:29][CH:28]=[CH:27][CH:26]=2)[C@@H:12]([CH2:31][O:32][CH2:33][C:34]2[CH:39]=[CH:38][CH:37]=[CH:36][CH:35]=2)[O:11][C@H:10]1[N:40]1[C:48]2[C:43](=[C:44]([CH3:49])[CH:45]=[CH:46][CH:47]=2)[C:42]([CH2:50][C:51]2[CH:56]=[CH:55][C:54]([C:57]([OH:59])=[O:58])=[CH:53][CH:52]=2)=[CH:41]1)[C:2]1[CH:3]=[CH:4][CH:5]=[CH:6][CH:7]=1. The catalyst class is: 4. (3) Reactant: [F:1][C:2]1[C:7]([O:8][CH3:9])=[CH:6][C:5]([O:10][CH3:11])=[C:4]([F:12])[C:3]=1[N:13]1[CH2:22][C:21]2[CH:20]=[N:19][C:18]3[N:23](S(C4C=CC=CC=4)(=O)=O)[C:24]([CH2:26][N:27]4[CH2:32][CH2:31][N:30]([CH3:33])[CH2:29][CH2:28]4)=[CH:25][C:17]=3[C:16]=2[C:15]([CH3:44])([CH3:43])[C:14]1=[O:45].CCCC[N+](CCCC)(CCCC)CCCC.[F-]. Product: [F:12][C:4]1[C:5]([O:10][CH3:11])=[CH:6][C:7]([O:8][CH3:9])=[C:2]([F:1])[C:3]=1[N:13]1[CH2:22][C:21]2[CH:20]=[N:19][C:18]3[NH:23][C:24]([CH2:26][N:27]4[CH2:32][CH2:31][N:30]([CH3:33])[CH2:29][CH2:28]4)=[CH:25][C:17]=3[C:16]=2[C:15]([CH3:43])([CH3:44])[C:14]1=[O:45]. The catalyst class is: 1. (4) Reactant: [Al+3].[Cl-].[Cl-].[Cl-].[Br:5][CH2:6][C:7](Br)=[O:8].[F:10][C:11]([F:29])([F:28])[C:12]([N:14]1[CH2:27][CH2:26][C:18]2=[CH:19][C:20]3[CH:21]=[CH:22][CH:23]=[CH:24][C:25]=3[N:17]2[CH2:16][CH2:15]1)=[O:13].C([O-])(O)=O.[Na+]. Product: [Br:5][CH2:6][C:7]([C:19]1[C:20]2[CH:21]=[CH:22][CH:23]=[CH:24][C:25]=2[N:17]2[CH2:16][CH2:15][N:14]([C:12](=[O:13])[C:11]([F:29])([F:28])[F:10])[CH2:27][CH2:26][C:18]=12)=[O:8]. The catalyst class is: 4. (5) Reactant: CS(O[CH2:6][C:7]1[N:12]=[C:11]([C:13]([O:15][CH3:16])=[O:14])[CH:10]=[CH:9][CH:8]=1)(=O)=O.[F:17][C:18]1[CH:25]=[CH:24][C:21]([CH2:22][NH2:23])=[CH:20][CH:19]=1.C([O-])([O-])=O.[Cs+].[Cs+]. Product: [F:17][C:18]1[CH:25]=[CH:24][C:21]([CH2:22][NH:23][CH2:6][C:7]2[N:12]=[C:11]([C:13]([O:15][CH3:16])=[O:14])[CH:10]=[CH:9][CH:8]=2)=[CH:20][CH:19]=1. The catalyst class is: 23. (6) Reactant: [Br:1][C:2]1[CH:7]=[CH:6][C:5]([F:8])=[CH:4][C:3]=1[F:9].[N+:10]([O-])([OH:12])=[O:11]. Product: [Br:1][C:2]1[C:3]([F:9])=[CH:4][C:5]([F:8])=[C:6]([N+:10]([O-:12])=[O:11])[CH:7]=1. The catalyst class is: 82. (7) Reactant: C(O[C:6]([N:8](C)[C@@H:9]1[CH2:14][CH2:13][CH2:12][CH2:11][C@@H:10]1[N:15](C(OC(C)(C)C)=O)[CH3:16])=O)(C)(C)C.[ClH:25]. The catalyst class is: 8. Product: [ClH:25].[CH3:6][NH:8][C@@H:9]1[CH2:14][CH2:13][CH2:12][CH2:11][C@@H:10]1[NH:15][CH3:16].